The task is: Predict the reaction yield, written as a fraction of the theoretical maximum amount of product (1.0 means a 100% yield; for example, 0.34 means a 34% yield).. This data is from Reaction yield outcomes from USPTO patents with 853,638 reactions. (1) The reactants are [Cl:1][C:2]1[CH:3]=[C:4]([C:8]2[C:12]([C:13](O)=[O:14])=[C:11]([CH3:16])[O:10][N:9]=2)[CH:5]=[CH:6][CH:7]=1.C(N(CC)CC)C.C(OC(Cl)=O)C.[BH4-].[Na+]. The catalyst is C1COCC1.O.[OH-].[Na+]. The product is [Cl:1][C:2]1[CH:3]=[C:4]([C:8]2[C:12]([CH2:13][OH:14])=[C:11]([CH3:16])[O:10][N:9]=2)[CH:5]=[CH:6][CH:7]=1. The yield is 0.780. (2) The reactants are C(OC(=O)[NH:7][C@H:8]([C:15](=[O:35])[N:16]([C:26]1[CH:34]=[CH:33][C:29]2[CH2:30][CH2:31][O:32][C:28]=2[CH:27]=1)[CH2:17][CH2:18][C:19]1[CH:24]=[CH:23][C:22]([F:25])=[CH:21][CH:20]=1)[C:9]1[CH:14]=[CH:13][CH:12]=[CH:11][CH:10]=1)(C)(C)C.[ClH:37]. No catalyst specified. The product is [ClH:37].[NH2:7][C@@H:8]([C:9]1[CH:14]=[CH:13][CH:12]=[CH:11][CH:10]=1)[C:15]([N:16]([C:26]1[CH:34]=[CH:33][C:29]2[CH2:30][CH2:31][O:32][C:28]=2[CH:27]=1)[CH2:17][CH2:18][C:19]1[CH:20]=[CH:21][C:22]([F:25])=[CH:23][CH:24]=1)=[O:35]. The yield is 0.950. (3) The catalyst is CN(C=O)C. The product is [NH2:4][C:3]1[CH:5]=[CH:6][CH:7]=[CH:8][C:2]=1[C:1]([NH:18][CH2:19][CH:20]1[CH2:22][CH2:21]1)=[O:10]. The reactants are [C:1]([OH:10])(=O)[C:2]1[C:3](=[CH:5][CH:6]=[CH:7][CH:8]=1)[NH2:4].CN1CCOCC1.[NH2:18][CH2:19][CH:20]1[CH2:22][CH2:21]1.C(N=C=NCCCN(C)C)C.C1C=CC2N(O)N=NC=2C=1. The yield is 0.720. (4) The reactants are C([O:8][C:9](=[O:17])[NH:10][CH2:11][CH2:12][C:13](O)([CH3:15])[CH3:14])C1C=CC=CC=1.[H-].[Na+].C([O-])(O)=O.[Na+]. The catalyst is C1COCC1. The product is [CH3:15][C:13]1([CH3:14])[O:17][C:9](=[O:8])[NH:10][CH2:11][CH2:12]1. The yield is 0.510. (5) The reactants are [CH3:1][C:2]1([CH3:12])[O:7][CH2:6][C:5]2=[C:8]([NH2:11])[CH:9]=[N:10][N:4]2[CH2:3]1.Cl[C:14]1[N:19]=[C:18]([NH:20][CH3:21])[C:17]([C:22]([F:25])([F:24])[F:23])=[CH:16][N:15]=1. The catalyst is CC(O)(C)C. The product is [CH3:1][C:2]1([CH3:12])[O:7][CH2:6][C:5]2=[C:8]([NH:11][C:14]3[N:19]=[C:18]([NH:20][CH3:21])[C:17]([C:22]([F:25])([F:23])[F:24])=[CH:16][N:15]=3)[CH:9]=[N:10][N:4]2[CH2:3]1. The yield is 0.360. (6) The reactants are Cl[C:2]1[N:3]=[CH:4][C:5]([C:8]([NH:10][C:11]2[NH:12][N:13]=[C:14]([CH2:16][CH2:17][C:18]3[CH:23]=[C:22]([O:24][CH3:25])[CH:21]=[C:20]([O:26][CH3:27])[CH:19]=3)[CH:15]=2)=[O:9])=[N:6][CH:7]=1.[CH3:28][N:29]1[CH2:34][CH2:33][NH:32][CH2:31][CH:30]1[CH3:35]. The catalyst is CS(C)=O. The product is [CH3:27][O:26][C:20]1[CH:19]=[C:18]([CH2:17][CH2:16][C:14]2[CH:15]=[C:11]([NH:10][C:8]([C:5]3[CH:4]=[N:3][C:2]([N:32]4[CH2:33][CH2:34][N:29]([CH3:28])[CH:30]([CH3:35])[CH2:31]4)=[CH:7][N:6]=3)=[O:9])[NH:12][N:13]=2)[CH:23]=[C:22]([O:24][CH3:25])[CH:21]=1. The yield is 0.810. (7) The reactants are [CH:1]([C:4]1[CH:9]=[CH:8][C:7]([C:10]2[O:14][C:13]([C:15]3[CH:20]=[CH:19][CH:18]=[C:17]([C:21]([O:23]C)=[O:22])[CH:16]=3)=[C:12]([C:25]([O:27]C)=[O:26])[CH:11]=2)=[CH:6][CH:5]=1)([CH3:3])[CH3:2].O[Li].O.C(O)(=O)C. The catalyst is CO.O. The product is [C:21]([C:17]1[CH:16]=[C:15]([C:13]2[O:14][C:10]([C:7]3[CH:6]=[CH:5][C:4]([CH:1]([CH3:3])[CH3:2])=[CH:9][CH:8]=3)=[CH:11][C:12]=2[C:25]([OH:27])=[O:26])[CH:20]=[CH:19][CH:18]=1)([OH:23])=[O:22]. The yield is 0.580. (8) The reactants are [C:1]([C:3]1[C:4]([NH2:10])=[N:5][CH:6]=[C:7]([F:9])[CH:8]=1)#[CH:2].FC1C=CC(P(C2C=CC(F)=CC=2)C2C=CC(F)=CC=2)=CC=1. The yield is 0.840. The catalyst is CN(C=O)C.[Cl-].[Na+].O. The product is [F:9][C:7]1[CH:8]=[C:3]2[CH:1]=[CH:2][NH:10][C:4]2=[N:5][CH:6]=1. (9) The reactants are F[C:2]1[CH:9]=[CH:8][C:5]([CH:6]=[O:7])=[CH:4][CH:3]=1.[Cl:10][C:11]1[CH:16]=[CH:15][CH:14]=[CH:13][C:12]=1[OH:17].C(=O)([O-])[O-:19].[K+].[K+].CC(=CC)C.P([O-])(O)(O)=O.[K+].Cl[O-].[Na+]. No catalyst specified. The product is [Cl:10][C:11]1[CH:16]=[CH:15][CH:14]=[CH:13][C:12]=1[O:17][C:2]1[CH:9]=[CH:8][C:5]([C:6]([OH:19])=[O:7])=[CH:4][CH:3]=1. The yield is 0.840. (10) The reactants are CN(C)/[CH:3]=[CH:4]/[C:5]1[S:9][C:8]([C:10]([O:12][CH3:13])=[O:11])=[CH:7][C:6]=1[N+:14]([O-])=O.C(O)(=O)C. The catalyst is O1CCCC1.[Pd]. The product is [S:9]1[C:5]2[CH:4]=[CH:3][NH:14][C:6]=2[CH:7]=[C:8]1[C:10]([O:12][CH3:13])=[O:11]. The yield is 0.870.